Task: Predict which catalyst facilitates the given reaction.. Dataset: Catalyst prediction with 721,799 reactions and 888 catalyst types from USPTO (1) Reactant: CO[CH:3](OC)[CH2:4][NH:5][C:6]1[CH:12]([NH:13][C:14](=[O:23])[O:15][CH2:16][C:17]2[CH:22]=[CH:21][CH:20]=[CH:19][CH:18]=2)[CH2:11][CH2:10][C:9]2[CH:24]=[CH:25][CH:26]=[CH:27][C:8]=2[N:7]=1.C(O)=O. Product: [CH:3]1[N:7]2[C:8]3[CH:27]=[CH:26][CH:25]=[CH:24][C:9]=3[CH2:10][CH2:11][C@@H:12]([NH:13][C:14](=[O:23])[O:15][CH2:16][C:17]3[CH:22]=[CH:21][CH:20]=[CH:19][CH:18]=3)[C:6]2=[N:5][CH:4]=1. The catalyst class is: 4. (2) Reactant: [F:1][C:2]1[CH:7]=[CH:6][C:5]([S:8]([NH:11][C@H:12]([CH:16]([CH3:18])[CH3:17])[C:13]([OH:15])=O)(=[O:10])=[O:9])=[CH:4][C:3]=1[CH3:19].CCN(C(C)C)C(C)C.Cl.[C:30]([O:34][NH2:35])([CH3:33])([CH3:32])[CH3:31].CCN=C=NCCCN(C)C.Cl.C(Cl)CCl. Product: [C:30]([O:34][NH:35][C:13](=[O:15])[C@H:12]([NH:11][S:8]([C:5]1[CH:6]=[CH:7][C:2]([F:1])=[C:3]([CH3:19])[CH:4]=1)(=[O:9])=[O:10])[CH:16]([CH3:18])[CH3:17])([CH3:33])([CH3:32])[CH3:31]. The catalyst class is: 2.